Dataset: Peptide-MHC class II binding affinity with 134,281 pairs from IEDB. Task: Regression. Given a peptide amino acid sequence and an MHC pseudo amino acid sequence, predict their binding affinity value. This is MHC class II binding data. (1) The peptide sequence is DVNAGFKAAVAAAAN. The MHC is DRB1_0405 with pseudo-sequence DRB1_0405. The binding affinity (normalized) is 0.399. (2) The MHC is DRB1_0405 with pseudo-sequence DRB1_0405. The peptide sequence is GVINIMYMHDSDDVLF. The binding affinity (normalized) is 0.602. (3) The peptide sequence is IEKIRPLLIEGTASL. The MHC is DRB1_1302 with pseudo-sequence DRB1_1302. The binding affinity (normalized) is 0.450. (4) The peptide sequence is ASMVNGVIKILTYPW. The MHC is DRB1_1101 with pseudo-sequence DRB1_1101. The binding affinity (normalized) is 0.787. (5) The binding affinity (normalized) is 0.614. The peptide sequence is KPLLIIAEDVEGE. The MHC is DRB1_0101 with pseudo-sequence DRB1_0101.